Dataset: Peptide-MHC class I binding affinity with 185,985 pairs from IEDB/IMGT. Task: Regression. Given a peptide amino acid sequence and an MHC pseudo amino acid sequence, predict their binding affinity value. This is MHC class I binding data. (1) The peptide sequence is NLWNGIVPT. The MHC is HLA-A02:03 with pseudo-sequence HLA-A02:03. The binding affinity (normalized) is 0.137. (2) The peptide sequence is MEISSSWWF. The MHC is HLA-B44:03 with pseudo-sequence HLA-B44:03. The binding affinity (normalized) is 0.900. (3) The MHC is HLA-B14:02 with pseudo-sequence HLA-B14:02. The peptide sequence is ETFGFEIQSY. The binding affinity (normalized) is 0. (4) The peptide sequence is YFNVLDEKY. The binding affinity (normalized) is 0. The MHC is HLA-B15:01 with pseudo-sequence HLA-B15:01. (5) The peptide sequence is KTKPPLPSVKK. The MHC is HLA-A01:01 with pseudo-sequence HLA-A01:01. The binding affinity (normalized) is 0. (6) The peptide sequence is NMAPEKVDF. The MHC is HLA-B57:01 with pseudo-sequence HLA-B57:01. The binding affinity (normalized) is 0.0847. (7) The peptide sequence is LTMVAGAVW. The MHC is HLA-A01:01 with pseudo-sequence HLA-A01:01. The binding affinity (normalized) is 0.213.